From a dataset of Forward reaction prediction with 1.9M reactions from USPTO patents (1976-2016). Predict the product of the given reaction. Given the reactants [OH:1][C:2]1[CH:10]=[C:6]([C:7]([OH:9])=[O:8])[C:5]([NH2:11])=[CH:4][CH:3]=1.C(=O)([O-])O.[Na+].Cl[C:18]([O:20][CH2:21][C:22]1[CH:27]=[CH:26][CH:25]=[CH:24][CH:23]=1)=[O:19].Cl, predict the reaction product. The product is: [CH2:21]([O:20][C:18]([NH:11][C:5]1[CH:4]=[CH:3][C:2]([OH:1])=[CH:10][C:6]=1[C:7]([OH:9])=[O:8])=[O:19])[C:22]1[CH:27]=[CH:26][CH:25]=[CH:24][CH:23]=1.